This data is from Forward reaction prediction with 1.9M reactions from USPTO patents (1976-2016). The task is: Predict the product of the given reaction. (1) Given the reactants [BH4-].[Na+].[Cl:3][C:4]1[C:9]([F:10])=[CH:8][CH:7]=[C:6]([Cl:11])[C:5]=1[C:12](=[O:14])[CH3:13], predict the reaction product. The product is: [Cl:3][C:4]1[C:9]([F:10])=[CH:8][CH:7]=[C:6]([Cl:11])[C:5]=1[CH:12]([OH:14])[CH3:13]. (2) Given the reactants C[O:2][C:3](=[O:24])[CH:4]=[CH:5][C:6]1[CH:11]=[CH:10][CH:9]=[C:8]([S:12](=[O:23])(=[O:22])[NH:13][C:14]2[CH:19]=[CH:18][CH:17]=[C:16]([O:20][CH3:21])[CH:15]=2)[CH:7]=1.CO, predict the reaction product. The product is: [CH3:21][O:20][C:16]1[CH:15]=[C:14]([NH:13][S:12]([C:8]2[CH:7]=[C:6]([CH:5]=[CH:4][C:3]([OH:24])=[O:2])[CH:11]=[CH:10][CH:9]=2)(=[O:22])=[O:23])[CH:19]=[CH:18][CH:17]=1. (3) Given the reactants [CH2:1]([CH:3]([O:6][C:7]1[C:8]([NH:14][CH3:15])=[N:9][C:10]([I:13])=[CH:11][CH:12]=1)[CH2:4][CH3:5])[CH3:2].C1C(=O)N([Br:23])C(=O)C1, predict the reaction product. The product is: [Br:23][C:11]1[CH:12]=[C:7]([O:6][CH:3]([CH2:4][CH3:5])[CH2:1][CH3:2])[C:8]([NH:14][CH3:15])=[N:9][C:10]=1[I:13]. (4) Given the reactants [C:1]([C:4]1[C:9]([O:10][CH2:11][CH2:12][CH2:13][C:14]([O:16][CH2:17][CH3:18])=[O:15])=[C:8]([CH2:19][CH2:20][CH3:21])[C:7]([OH:22])=[CH:6][CH:5]=1)(=[O:3])[CH3:2].[I-].[K+].C(=O)([O-])[O-].[K+].[K+].Br[CH2:32][CH2:33][CH2:34][S:35][C:36]1[CH:41]=[CH:40][C:39]([C:42](=[O:44])[CH3:43])=[C:38]([OH:45])[C:37]=1[CH2:46][CH2:47][CH3:48], predict the reaction product. The product is: [C:1]([C:4]1[C:9]([O:10][CH2:11][CH2:12][CH2:13][C:14]([O:16][CH2:17][CH3:18])=[O:15])=[C:8]([CH2:19][CH2:20][CH3:21])[C:7]([O:22][CH2:32][CH2:33][CH2:34][S:35][C:36]2[CH:41]=[CH:40][C:39]([C:42](=[O:44])[CH3:43])=[C:38]([OH:45])[C:37]=2[CH2:46][CH2:47][CH3:48])=[CH:6][CH:5]=1)(=[O:3])[CH3:2].